This data is from Catalyst prediction with 721,799 reactions and 888 catalyst types from USPTO. The task is: Predict which catalyst facilitates the given reaction. (1) Reactant: [C:1]([C:5]1[CH:10]=[CH:9][CH:8]=[CH:7][C:6]=1[N:11]1[CH2:16][CH2:15][N:14]([C:17]([C:19]2[CH:25]=[CH:24][C:22]([NH2:23])=[CH:21][CH:20]=2)=[O:18])[CH2:13][CH2:12]1)([CH3:4])([CH3:3])[CH3:2].Cl[CH2:27][CH2:28][N:29]=[C:30]=[O:31].[H-].[Na+].O. Product: [C:1]([C:5]1[CH:10]=[CH:9][CH:8]=[CH:7][C:6]=1[N:11]1[CH2:12][CH2:13][N:14]([C:17]([C:19]2[CH:25]=[CH:24][C:22]([N:23]3[CH2:27][CH2:28][NH:29][C:30]3=[O:31])=[CH:21][CH:20]=2)=[O:18])[CH2:15][CH2:16]1)([CH3:4])([CH3:2])[CH3:3]. The catalyst class is: 7. (2) Reactant: Cl.[NH2:2][C@H:3]([C:11]([O:13][C:14]([CH3:17])([CH3:16])[CH3:15])=[O:12])[CH2:4][C:5]1[CH:10]=[CH:9][CH:8]=[CH:7][CH:6]=1.C(=O)([O-])[O-].[K+].[K+].[C:24]([O:28][C:29]([CH3:32])([CH3:31])[CH3:30])(=[O:27])[CH:25]=[CH2:26].O. Product: [C:29]([O:28][C:24](=[O:27])[CH2:25][CH2:26][NH:2][C@H:3]([C:11]([O:13][C:14]([CH3:17])([CH3:16])[CH3:15])=[O:12])[CH2:4][C:5]1[CH:10]=[CH:9][CH:8]=[CH:7][CH:6]=1)([CH3:32])([CH3:31])[CH3:30]. The catalyst class is: 16. (3) Reactant: [ClH:1].[N:2]12[CH2:9][CH2:8][CH:5]([CH2:6][CH2:7]1)[CH:4]([CH2:10][C:11]([NH:13][C:14]1[CH:19]=[CH:18][C:17](Br)=[CH:16][CH:15]=1)=[O:12])[CH2:3]2.[CH3:21][O:22][C:23]1[CH:28]=[CH:27][C:26](B(O)O)=[CH:25][CH:24]=1.C(=O)([O-])[O-].[Na+].[Na+]. Product: [ClH:1].[N:2]12[CH2:9][CH2:8][CH:5]([CH2:6][CH2:7]1)[CH:4]([CH2:10][C:11]([NH:13][C:14]1[CH:19]=[CH:18][C:17]([C:26]3[CH:27]=[CH:28][C:23]([O:22][CH3:21])=[CH:24][CH:25]=3)=[CH:16][CH:15]=1)=[O:12])[CH2:3]2. The catalyst class is: 9. (4) Reactant: [F:1][C:2]1([F:15])[C@@H:6]([OH:7])[CH2:5][N:4]([C:8]([O:10][C:11]([CH3:14])([CH3:13])[CH3:12])=[O:9])[CH2:3]1.F[C:17]1[C:18]([N+:23]([O-:25])=[O:24])=[N:19][CH:20]=[CH:21][CH:22]=1.C(=O)([O-])[O-].[Cs+].[Cs+]. The catalyst class is: 20. Product: [F:15][C:2]1([F:1])[C@@H:6]([O:7][C:17]2[C:18]([N+:23]([O-:25])=[O:24])=[N:19][CH:20]=[CH:21][CH:22]=2)[CH2:5][N:4]([C:8]([O:10][C:11]([CH3:12])([CH3:14])[CH3:13])=[O:9])[CH2:3]1.